This data is from Peptide-MHC class I binding affinity with 185,985 pairs from IEDB/IMGT. The task is: Regression. Given a peptide amino acid sequence and an MHC pseudo amino acid sequence, predict their binding affinity value. This is MHC class I binding data. (1) The peptide sequence is PANINDKQI. The MHC is HLA-A02:06 with pseudo-sequence HLA-A02:06. The binding affinity (normalized) is 0.0201. (2) The binding affinity (normalized) is 0.601. The peptide sequence is RVFKKIMSI. The MHC is HLA-A02:06 with pseudo-sequence HLA-A02:06. (3) The peptide sequence is RTLDTLALY. The MHC is HLA-A01:01 with pseudo-sequence HLA-A01:01. The binding affinity (normalized) is 0.329. (4) The peptide sequence is LTFLHTLYK. The MHC is HLA-B57:01 with pseudo-sequence HLA-B57:01. The binding affinity (normalized) is 0.0847. (5) The peptide sequence is YVEKEENMDK. The MHC is HLA-A33:01 with pseudo-sequence HLA-A33:01. The binding affinity (normalized) is 0. (6) The peptide sequence is SAISYTDII. The MHC is H-2-Db with pseudo-sequence H-2-Db. The binding affinity (normalized) is 0.322. (7) The peptide sequence is YLANGGFLI. The MHC is HLA-A02:01 with pseudo-sequence HLA-A02:01. The binding affinity (normalized) is 0.919. (8) The peptide sequence is LYKTIVNIW. The MHC is HLA-B15:09 with pseudo-sequence HLA-B15:09. The binding affinity (normalized) is 0.0847. (9) The peptide sequence is YVFPVIFSR. The MHC is Mamu-B17 with pseudo-sequence Mamu-B17. The binding affinity (normalized) is 0.